Dataset: Full USPTO retrosynthesis dataset with 1.9M reactions from patents (1976-2016). Task: Predict the reactants needed to synthesize the given product. (1) Given the product [CH2:21]([O:20][C:18]([N:28]1[CH2:33][CH2:32][N:31]([C:2]2[CH:15]=[CH:14][CH:13]=[C:12]([O:16][CH3:17])[C:3]=2[CH2:4][CH:5]2[CH2:9][O:8][C:7]([CH3:11])([CH3:10])[O:6]2)[CH2:30][CH2:29]1)=[O:19])[C:22]1[CH:27]=[CH:26][CH:25]=[CH:24][CH:23]=1, predict the reactants needed to synthesize it. The reactants are: Br[C:2]1[CH:15]=[CH:14][CH:13]=[C:12]([O:16][CH3:17])[C:3]=1[CH2:4][CH:5]1[CH2:9][O:8][C:7]([CH3:11])([CH3:10])[O:6]1.[C:18]([N:28]1[CH2:33][CH2:32][NH:31][CH2:30][CH2:29]1)([O:20][CH2:21][C:22]1[CH:27]=[CH:26][CH:25]=[CH:24][CH:23]=1)=[O:19].CC(C)([O-])C.[Na+]. (2) Given the product [CH2:1]([O:8][C:9]1[C:14]([Br:15])=[CH:13][N:12]=[C:11]([NH:16][C:17]2[S:18][CH:21]=[C:22]([CH2:23][CH2:24][C:25]3[CH:30]=[CH:29][CH:28]=[CH:27][CH:26]=3)[N:19]=2)[CH:10]=1)[C:2]1[CH:7]=[CH:6][CH:5]=[CH:4][CH:3]=1, predict the reactants needed to synthesize it. The reactants are: [CH2:1]([O:8][C:9]1[C:14]([Br:15])=[CH:13][N:12]=[C:11]([NH:16][C:17]([NH2:19])=[S:18])[CH:10]=1)[C:2]1[CH:7]=[CH:6][CH:5]=[CH:4][CH:3]=1.Br[CH2:21][C:22](=O)[CH2:23][CH2:24][C:25]1[CH:30]=[CH:29][CH:28]=[CH:27][CH:26]=1.C(N(CC)CC)C. (3) Given the product [OH:28][CH2:17][CH2:16][CH2:15][C:2]([CH3:18])([CH3:1])[C:3]([O:5][CH2:6][C:7]1[CH:8]=[CH:9][C:10]([O:13][CH3:14])=[CH:11][CH:12]=1)=[O:4], predict the reactants needed to synthesize it. The reactants are: [CH3:1][C:2]([CH3:18])([CH2:15][CH:16]=[CH2:17])[C:3]([O:5][CH2:6][C:7]1[CH:12]=[CH:11][C:10]([O:13][CH3:14])=[CH:9][CH:8]=1)=[O:4].B1C2CCCC1CCC2.[OH-:28].[Na+].OO. (4) Given the product [F:11][C:8]1[CH:9]=[N:10][C:2]([NH:28][CH:25]2[CH2:26][CH2:27][S:23][CH2:24]2)=[C:3]([CH:7]=1)[C:4]([OH:6])=[O:5], predict the reactants needed to synthesize it. The reactants are: Cl[C:2]1[N:10]=[CH:9][C:8]([F:11])=[CH:7][C:3]=1[C:4]([OH:6])=[O:5].C([O-])([O-])=O.[K+].[K+].CN(C=O)C.[S:23]1[CH2:27][CH2:26][CH:25]([NH2:28])[CH2:24]1. (5) The reactants are: [N:1]1[CH:6]=[CH:5][CH:4]=[CH:3][C:2]=1[OH:7].Br[C:9]1[S:10][C:11]([C:28]#[N:29])=[C:12]([C:14]2[CH:15]=[N:16][N:17]([CH2:19][C:20]3[CH:25]=[CH:24][C:23]([O:26][CH3:27])=[CH:22][CH:21]=3)[CH:18]=2)[N:13]=1. Given the product [CH3:27][O:26][C:23]1[CH:22]=[CH:21][C:20]([CH2:19][N:17]2[CH:18]=[C:14]([C:12]3[N:13]=[C:9]([O:7][C:2]4[CH:3]=[CH:4][CH:5]=[CH:6][N:1]=4)[S:10][C:11]=3[C:28]#[N:29])[CH:15]=[N:16]2)=[CH:25][CH:24]=1, predict the reactants needed to synthesize it. (6) Given the product [N:71]1([C:2]2[N:6]=[C:5]([CH:7]=[CH:8][C:9]3[N:19]=[C:12]4[C:13]([CH3:18])=[N:14][CH:15]=[C:16]([CH3:17])[N:11]4[N:10]=3)[N:4]([CH3:20])[N:3]=2)[CH2:74][CH2:73][CH2:72]1, predict the reactants needed to synthesize it. The reactants are: Br[C:2]1[N:6]=[C:5]([CH:7]=[CH:8][C:9]2[N:19]=[C:12]3[C:13]([CH3:18])=[N:14][CH:15]=[C:16]([CH3:17])[N:11]3[N:10]=2)[N:4]([CH3:20])[N:3]=1.[O-]C1C=CC=CC=1.[Na+].C1(P(C2C=CC=CC=2)C2C3OC4C(=CC=CC=4P(C4C=CC=CC=4)C4C=CC=CC=4)C(C)(C)C=3C=CC=2)C=CC=CC=1.[NH:71]1[CH2:74][CH2:73][CH2:72]1.